This data is from Experimentally validated miRNA-target interactions with 360,000+ pairs, plus equal number of negative samples. The task is: Binary Classification. Given a miRNA mature sequence and a target amino acid sequence, predict their likelihood of interaction. (1) The miRNA is mmu-miR-6997-3p with sequence UCAAACCUUACCCUCCUGUUUCC. The protein sequence of the target gene is MIWYILIIGILLPQSLAHPGFFTSIGQMTDLIHTEKDLVTSLKDYIKAEEDKLEQIKKWAEKLDRLTSTATKDPEGFVGHPVNAFKLMKRLNTEWSELENLVLKDMSDGFISNLTIQRQYFPNDEDQVGAAKALLRLQDTYNLDTDTISKGNLPGVKHKSFLTAEDCFELGKVAYTEADYYHTELWMEQALRQLDEGEISTIDKVSVLDYLSYAVYQQGDLDKALLLTKKLLELDPEHQRANGNLKYFEYIMAKEKDVNKSASDDQSDQKTTPKKKGVAVDYLPERQKYEMLCRGEGIKM.... Result: 0 (no interaction). (2) The miRNA is hsa-miR-6876-5p with sequence CAGGAAGGAGACAGGCAGUUCA. The protein sequence of the target gene is MTSRSTARPNGQPQASKICQFKLVLLGESAVGKSSLVLRFVKGQFHEYQESTIGAAFLTQSVCLDDTTVKFEIWDTAGQERYHSLAPMYYRGAQAAIVVYDITNQETFARAKTWVKELQRQASPSIVIALAGNKADLANKRMVEYEEAQAYADDNSLLFMETSAKTAMNVNDLFLAIAKKLPKSEPQNLGGAAGRSRGVDLHEQSQQNKSQCCSN. Result: 1 (interaction). (3) The miRNA is hsa-miR-3171 with sequence AGAUGUAUGGAAUCUGUAUAUAUC. The protein sequence of the target gene is MFCTRGLLFFAFLAGLDIEFTGLRSNLSGPQQISLFDLPSEWYLKTRQSVQQFTVCQIGLSVFSAIEGEANKYIAHSCNFYLFPTTFGILDSEFSFQASSVQFLNQYGFNYNKFLKNGIPYMNEEQEKKIRHDILTGNWRVRSSPDKDQIKVVIDEVTRWLELAKEGDWMTLPGITGFQAFEVQLVLRQALPNIWTVLKDEGVVVKKVSKQHRWYLQNTSCDRESCWKENILLSARGFSVFFQMLVKAQKPLVGHNMMMDLLHLHEKFFRPLPESYDQFKQNIHSLFPVLIDTKSVTKDI.... Result: 0 (no interaction). (4) The protein sequence of the target gene is MPCRREEEEEAGDEAEGEEDDDSFLLLQQSVTLGGSTDVDRLIVQIGETLQLDTAHDRPASPCAAPGPPPAPPRVLAALSADKTGTPARRLLRPTGSAETGDPAPPGAVRCVLGERGRVRGRSAPYCVAEIAPGASALPGPGRRGWLPGSVASHRIQQRRWTAGGARAADDDPHRLLQQLVLSGNLIKEAVRRLQRAVAAVAATSPASAPGSGGGRSGPDSVTLQPSGAWL. The miRNA is hsa-miR-635 with sequence ACUUGGGCACUGAAACAAUGUCC. Result: 0 (no interaction). (5) The miRNA is mmu-miR-3473a with sequence UGGAGAGAUGGCUCAGCA. The protein sequence of the target gene is MLRCGGRGLLLGLAVAAAAVMAARLMGWWGPRAGFRLFIPEELSRYRGGPGDPGLYLALLGRVYDVSSGRRHYEPGSHYSGFAGRDASRAFVTGDCSEAGLVDDVSDLSAAEMLTLHNWLSFYEKNYVCVGRVTGRFYGEDGLPTPALTQVEAAITRGLEANKLQLQEKQTFPPCNAEWSSARGSRLWCSQKSGGVSRDWIGVPRKLYKPGAKEPRCVCVRTTGPPSGQMPDNPPHRNRGDLDHPNLAEYTGCPPLAITCSFPL. Result: 0 (no interaction). (6) The miRNA is hsa-miR-885-5p with sequence UCCAUUACACUACCCUGCCUCU. The protein sequence of the target gene is MGAVWSALLVGGGLAGALILWLLRGDSGAPGKDGVAEPPQKGAPPGEAAAPGDGPGGGGSGGLSPEPSDRELVSKAEHLRESNGHLISESKDLGNLPEAQRLQNVGADWVNAREFVPVGKIPDTHSRADSEAARNQSPGSHGGEWRLPKGQETAVKVAGSVAAKLPSSSLLVDRAKAVSQDQAGHEDWEVVSRHSSWGSVGLGGSLEASRLSLNQRMDDSTNSLVGGRGWEVDGKVASLKPQQVSIQFQVHYTTNTDVQFIAVTGDHESLGRWNTYIPLHYCKDGLWSHSVFLPADTVVE.... Result: 0 (no interaction). (7) The miRNA is cel-miR-247-3p with sequence UGACUAGAGCCUAUUCUCUUCU. The protein sequence of the target gene is MAGRRVNVNVGVLGHIDSGKTALARALSTTASTAAFDKQPQSRERGITLDLGFSCFVVPLPGAEPGSSDTLLQVTLVDCPGHASLIRTIIGGAQIIDLMMLVIDVTKGMQTQSAECLVIGQIACQKLVVVLNKIDLLAEGKRQAAIDKMTKKMQKTLENTKFRGAPIIPVAAKPGGPEAPETEAPQGISELIELLKSQISIPTRDPSGPFLMSVDHCFSIKGQGTVMTGTILSGTISLGDSVEIPALKVVKKVKSMQMFHTPVTSAMQGDRLGICVTQFDPKLLERGLVCAPESLHTVHA.... Result: 0 (no interaction).